Dataset: Reaction yield outcomes from USPTO patents with 853,638 reactions. Task: Predict the reaction yield, written as a fraction of the theoretical maximum amount of product (1.0 means a 100% yield; for example, 0.34 means a 34% yield). (1) The reactants are [CH3:1][Mg+].[Br-].[F:4][CH:5]([F:28])[O:6][C:7]1[CH:12]=[CH:11][CH:10]=[CH:9][C:8]=1[N:13]1[CH:18]=[C:17]([O:19][CH3:20])[C:16](=[O:21])[C:15]([C:22](N(OC)C)=[O:23])=[N:14]1. The catalyst is C1COCC1. The product is [C:22]([C:15]1[C:16](=[O:21])[C:17]([O:19][CH3:20])=[CH:18][N:13]([C:8]2[CH:9]=[CH:10][CH:11]=[CH:12][C:7]=2[O:6][CH:5]([F:4])[F:28])[N:14]=1)(=[O:23])[CH3:1]. The yield is 0.800. (2) The reactants are [C:1]([O:5][C:6]([N:8]([C:49]([O:51][C:52]([CH3:55])([CH3:54])[CH3:53])=[O:50])[C:9]1[N:10]=[CH:11][C:12]([N:36]2[CH2:40][C@@H:39]3[CH2:41][CH2:42][CH:43](CS([O-])(=O)=O)[C@H:38]3[CH2:37]2)=[N:13][C:14]=1[C:15]1[O:16][C:17]([C:20]2[CH:25]=[CH:24][C:23]([CH2:26][N:27]([C:29]([O:31][C:32]([CH3:35])([CH3:34])[CH3:33])=[O:30])[CH3:28])=[CH:22][CH:21]=2)=[N:18][N:19]=1)=[O:7])([CH3:4])([CH3:3])[CH3:2].[N-:56]=[N+:57]=[N-:58].[Na+]. The catalyst is CN(C=O)C. The product is [N:56]([CH:43]1[C@@H:38]2[CH2:37][N:36]([C:12]3[N:13]=[C:14]([C:15]4[O:16][C:17]([C:20]5[CH:25]=[CH:24][C:23]([CH2:26][N:27]([CH3:28])[C:29](=[O:30])[O:31][C:32]([CH3:33])([CH3:35])[CH3:34])=[CH:22][CH:21]=5)=[N:18][N:19]=4)[C:9]([N:8]([C:49]([O:51][C:52]([CH3:54])([CH3:53])[CH3:55])=[O:50])[C:6]([O:5][C:1]([CH3:2])([CH3:4])[CH3:3])=[O:7])=[N:10][CH:11]=3)[CH2:40][C@@H:39]2[CH2:41][CH2:42]1)=[N+:57]=[N-:58]. The yield is 0.930. (3) The reactants are [N:1]1[CH:6]=[CH:5][CH:4]=[CH:3][C:2]=1[C:7]1[N:11]=[C:10]([C:12]2[CH:17]=[C:16]([C:18]#[N:19])[CH:15]=[C:14](Br)[CH:13]=2)[O:9][N:8]=1.[NH2:21][C:22]1[CH:23]=[C:24](B(O)O)[CH:25]=[CH:26][CH:27]=1.COCCOC.C(=O)([O-])[O-].[Na+].[Na+]. The catalyst is CCCCCC.C1C=CC([P]([Pd]([P](C2C=CC=CC=2)(C2C=CC=CC=2)C2C=CC=CC=2)([P](C2C=CC=CC=2)(C2C=CC=CC=2)C2C=CC=CC=2)[P](C2C=CC=CC=2)(C2C=CC=CC=2)C2C=CC=CC=2)(C2C=CC=CC=2)C2C=CC=CC=2)=CC=1.C(OCC)(=O)C. The product is [N:1]1[CH:6]=[CH:5][CH:4]=[CH:3][C:2]=1[C:7]1[N:11]=[C:10]([C:12]2[CH:13]=[C:14]([C:26]3[CH:25]=[CH:24][CH:23]=[C:22]([NH2:21])[CH:27]=3)[CH:15]=[C:16]([C:18]#[N:19])[CH:17]=2)[O:9][N:8]=1. The yield is 0.450. (4) The product is [CH2:1]([O:3][C:4]([C:6]1[CH:10]=[C:9]([C:11]2[CH:12]=[CH:13][C:14]([O:17][S:36]([CH2:33][CH2:34][CH3:35])(=[O:38])=[O:37])=[CH:15][CH:16]=2)[N:8]([C:18]2[CH:23]=[CH:22][C:21]([Cl:24])=[CH:20][C:19]=2[Cl:25])[N:7]=1)=[O:5])[CH3:2]. The reactants are [CH2:1]([O:3][C:4]([C:6]1[CH:10]=[C:9]([C:11]2[CH:16]=[CH:15][C:14]([OH:17])=[CH:13][CH:12]=2)[N:8]([C:18]2[CH:23]=[CH:22][C:21]([Cl:24])=[CH:20][C:19]=2[Cl:25])[N:7]=1)=[O:5])[CH3:2].C(N(CC)CC)C.[CH2:33]([S:36](Cl)(=[O:38])=[O:37])[CH2:34][CH3:35]. The catalyst is ClCCl. The yield is 0.980. (5) The product is [OH:8][N:9]1[C:15](=[O:16])[N:14]2[CH2:17][C@H:10]1[CH2:11][CH2:12][C@H:13]2[C:18]([NH:20][O:21][CH2:22][CH:23]1[O:28][CH2:27][CH2:26][N:25]([C:29]([O:31][C:32]([CH3:35])([CH3:34])[CH3:33])=[O:30])[CH2:24]1)=[O:19]. The catalyst is CO.[Pd]. The yield is 1.00. The reactants are C([O:8][N:9]1[C:15](=[O:16])[N:14]2[CH2:17][C@H:10]1[CH2:11][CH2:12][C@H:13]2[C:18]([NH:20][O:21][CH2:22][CH:23]1[O:28][CH2:27][CH2:26][N:25]([C:29]([O:31][C:32]([CH3:35])([CH3:34])[CH3:33])=[O:30])[CH2:24]1)=[O:19])C1C=CC=CC=1. (6) The reactants are [NH2:1][C:2]1[N:7]=[CH:6][N:5]=[C:4]2[N:8]([CH2:25][C@@H:26]3[CH2:30][CH2:29][CH2:28][N:27]3[C:31](=[O:35])[CH2:32][C:33]#[N:34])[N:9]=[C:10]([C:11]3[CH:16]=[CH:15][C:14]([O:17][C:18]4[CH:23]=[CH:22][CH:21]=[CH:20][CH:19]=4)=[CH:13][C:12]=3[F:24])[C:3]=12.N1CCCCC1.[CH3:42][C:43]([N:47]1[CH2:52][CH2:51][CH2:50][CH2:49][CH2:48]1)([CH3:46])[CH:44]=O. The catalyst is C1(C)C=CC=CC=1. The product is [NH2:1][C:2]1[N:7]=[CH:6][N:5]=[C:4]2[N:8]([CH2:25][C@@H:26]3[CH2:30][CH2:29][CH2:28][N:27]3[C:31]([C:32](=[CH:42][C:43]([CH3:46])([N:47]3[CH2:52][CH2:51][CH2:50][CH2:49][CH2:48]3)[CH3:44])[C:33]#[N:34])=[O:35])[N:9]=[C:10]([C:11]3[CH:16]=[CH:15][C:14]([O:17][C:18]4[CH:19]=[CH:20][CH:21]=[CH:22][CH:23]=4)=[CH:13][C:12]=3[F:24])[C:3]=12. The yield is 0.180. (7) The reactants are [CH2:1]([N:3]1[C:7]2=[N:8][C:9]([CH2:24][CH3:25])=[C:10]([C:19]([O:21]CC)=[O:20])[C:11]([NH:12][CH:13]3[CH2:18][CH2:17][O:16][CH2:15][CH2:14]3)=[C:6]2[CH:5]=[N:4]1)[CH3:2].[Li+].[OH-].CO. The catalyst is O.[Cl-].[Na+].O. The product is [CH2:1]([N:3]1[C:7]2=[N:8][C:9]([CH2:24][CH3:25])=[C:10]([C:19]([OH:21])=[O:20])[C:11]([NH:12][CH:13]3[CH2:18][CH2:17][O:16][CH2:15][CH2:14]3)=[C:6]2[CH:5]=[N:4]1)[CH3:2]. The yield is 0.950. (8) The reactants are [Cl-].O[NH3+:3].[C:4](=[O:7])([O-])[OH:5].[Na+].CS(C)=O.[CH2:13]([C:17]1[N:18]=[C:19]([CH2:45][CH3:46])[N:20]([C:39]2[CH:44]=[CH:43][CH:42]=[CH:41][CH:40]=2)[C:21](=[O:38])[C:22]=1[CH2:23][C:24]1[CH:29]=[CH:28][C:27]([C:30]2[C:31]([C:36]#[N:37])=[CH:32][CH:33]=[CH:34][CH:35]=2)=[CH:26][CH:25]=1)[CH2:14][CH2:15][CH3:16]. The catalyst is C(OCC)(=O)C. The product is [CH2:13]([C:17]1[N:18]=[C:19]([CH2:45][CH3:46])[N:20]([C:39]2[CH:44]=[CH:43][CH:42]=[CH:41][CH:40]=2)[C:21](=[O:38])[C:22]=1[CH2:23][C:24]1[CH:29]=[CH:28][C:27]([C:30]2[CH:35]=[CH:34][CH:33]=[CH:32][C:31]=2[C:36]2[NH:3][C:4](=[O:7])[O:5][N:37]=2)=[CH:26][CH:25]=1)[CH2:14][CH2:15][CH3:16]. The yield is 0.600. (9) The reactants are [CH3:1][C:2]1[C:7]([CH3:8])=[CH:6][CH:5]=[CH:4][C:3]=1[N:9]1[CH2:14][CH2:13][N:12]([CH2:15][CH2:16][NH2:17])[CH2:11][CH2:10]1.[C:18]([N:22]1[C:26]([CH2:27][CH:28]([CH3:30])[CH3:29])=[CH:25][C:24]([CH:31]=O)=[N:23]1)([CH3:21])([CH3:20])[CH3:19]. No catalyst specified. The product is [C:18]([N:22]1[C:26]([CH2:27][CH:28]([CH3:29])[CH3:30])=[CH:25][C:24]([CH2:31][NH:17][CH2:16][CH2:15][N:12]2[CH2:11][CH2:10][N:9]([C:3]3[CH:4]=[CH:5][CH:6]=[C:7]([CH3:8])[C:2]=3[CH3:1])[CH2:14][CH2:13]2)=[N:23]1)([CH3:21])([CH3:20])[CH3:19]. The yield is 0.908.